From a dataset of Blood-brain barrier permeability classification from the B3DB database. Regression/Classification. Given a drug SMILES string, predict its absorption, distribution, metabolism, or excretion properties. Task type varies by dataset: regression for continuous measurements (e.g., permeability, clearance, half-life) or binary classification for categorical outcomes (e.g., BBB penetration, CYP inhibition). Dataset: b3db_classification. (1) The molecule is CCCN1CCCCC1C(=O)Nc1c(C)cccc1C. The result is 1 (penetrates BBB). (2) The drug is COc1cc2c(cc1OC)C(=O)[C@@H](CC1CCN(Cc3ccccc3)CC1)C2. The result is 1 (penetrates BBB). (3) The molecule is CC(C)N1CCOC(c2ccc(C(F)(F)F)cc2)C1. The result is 1 (penetrates BBB).